This data is from Full USPTO retrosynthesis dataset with 1.9M reactions from patents (1976-2016). The task is: Predict the reactants needed to synthesize the given product. Given the product [F:1][C:2]([F:10])([F:9])[C:3]1([C:6]([N:11]2[CH2:16][CH2:15][CH:14]([C:17]([O:19][CH2:20][CH3:21])=[O:18])[CH2:13][CH2:12]2)=[O:7])[CH2:5][CH2:4]1, predict the reactants needed to synthesize it. The reactants are: [F:1][C:2]([F:10])([F:9])[C:3]1([C:6](O)=[O:7])[CH2:5][CH2:4]1.[NH:11]1[CH2:16][CH2:15][CH:14]([C:17]([O:19][CH2:20][CH3:21])=[O:18])[CH2:13][CH2:12]1.C(Cl)CCl.C1C=CC2N(O)N=NC=2C=1.CCN(C(C)C)C(C)C.[NH4+].[Cl-].